Dataset: NCI-60 drug combinations with 297,098 pairs across 59 cell lines. Task: Regression. Given two drug SMILES strings and cell line genomic features, predict the synergy score measuring deviation from expected non-interaction effect. (1) Drug 1: CC1=C2C(C(=O)C3(C(CC4C(C3C(C(C2(C)C)(CC1OC(=O)C(C(C5=CC=CC=C5)NC(=O)C6=CC=CC=C6)O)O)OC(=O)C7=CC=CC=C7)(CO4)OC(=O)C)O)C)OC(=O)C. Drug 2: CC(C)CN1C=NC2=C1C3=CC=CC=C3N=C2N. Cell line: SF-295. Synergy scores: CSS=30.3, Synergy_ZIP=-0.420, Synergy_Bliss=-1.86, Synergy_Loewe=-4.35, Synergy_HSA=-0.508. (2) Drug 1: C1=C(C(=O)NC(=O)N1)N(CCCl)CCCl. Drug 2: CC1CCC2CC(C(=CC=CC=CC(CC(C(=O)C(C(C(=CC(C(=O)CC(OC(=O)C3CCCCN3C(=O)C(=O)C1(O2)O)C(C)CC4CCC(C(C4)OC)OCCO)C)C)O)OC)C)C)C)OC. Cell line: UACC62. Synergy scores: CSS=38.6, Synergy_ZIP=1.74, Synergy_Bliss=5.06, Synergy_Loewe=6.53, Synergy_HSA=8.16. (3) Drug 1: C(CC(=O)O)C(=O)CN.Cl. Drug 2: C1C(C(OC1N2C=NC(=NC2=O)N)CO)O. Cell line: TK-10. Synergy scores: CSS=0.768, Synergy_ZIP=0.444, Synergy_Bliss=-0.727, Synergy_Loewe=-0.130, Synergy_HSA=-1.99. (4) Drug 1: C1CC(=O)NC(=O)C1N2CC3=C(C2=O)C=CC=C3N. Drug 2: N.N.Cl[Pt+2]Cl. Cell line: NCI-H322M. Synergy scores: CSS=2.00, Synergy_ZIP=-0.190, Synergy_Bliss=-0.375, Synergy_Loewe=-0.507, Synergy_HSA=-1.24.